Dataset: Catalyst prediction with 721,799 reactions and 888 catalyst types from USPTO. Task: Predict which catalyst facilitates the given reaction. (1) Reactant: Br[C:2]1[CH:7]=[CH:6][CH:5]=[CH:4][C:3]=1[C:8]1[CH:13]=[CH:12][CH:11]=[CH:10][C:9]=1Br.[Li]CCCC.[P:20](Cl)(Cl)[Cl:21]. Product: [Cl:21][P:20]1[C:9]2[CH:10]=[CH:11][CH:12]=[CH:13][C:8]=2[C:3]2[CH:4]=[CH:5][CH:6]=[CH:7][C:2]1=2. The catalyst class is: 28. (2) Reactant: [C:1]1([C:11]([OH:13])=O)[C:10]2[C:5](=[CH:6][CH:7]=[CH:8][CH:9]=2)[CH:4]=[CH:3][CH:2]=1.C(Cl)CCl.C(N(CC)CC)C.C1C=CC2N(O)N=NC=2C=1.Cl.[CH3:36][NH:37][O:38][CH3:39]. Product: [CH3:36][N:37]([C:11]([C:1]1[C:10]2[C:5](=[CH:6][CH:7]=[CH:8][CH:9]=2)[CH:4]=[CH:3][CH:2]=1)=[O:13])[O:38][CH3:39]. The catalyst class is: 9. (3) Reactant: [CH3:1][N:2]1[C:6]2[CH:7]=[CH:8][CH:9]=[CH:10][C:5]=2[N:4]=[C:3]1[CH:11]=[O:12].[BH4-].[Na+]. Product: [CH3:1][N:2]1[C:6]2[CH:7]=[CH:8][CH:9]=[CH:10][C:5]=2[N:4]=[C:3]1[CH2:11][OH:12]. The catalyst class is: 36.